Dataset: Catalyst prediction with 721,799 reactions and 888 catalyst types from USPTO. Task: Predict which catalyst facilitates the given reaction. Reactant: [F:1][C:2]1([F:12])[CH2:4][CH:3]1[CH2:5][S:6][CH2:7][CH2:8][C:9](O)=[O:10].S(Cl)([Cl:15])=O. Product: [F:1][C:2]1([F:12])[CH2:4][CH:3]1[CH2:5][S:6][CH2:7][CH2:8][C:9]([Cl:15])=[O:10]. The catalyst class is: 4.